From a dataset of Forward reaction prediction with 1.9M reactions from USPTO patents (1976-2016). Predict the product of the given reaction. (1) Given the reactants [Cl:1][C:2]1[CH:10]=[CH:9][C:5]([C:6](O)=[O:7])=[CH:4][C:3]=1[NH:11][C:12]([C:14]1[C:15](=[O:26])[NH:16][C:17]2[C:22]([CH:23]=1)=[CH:21][N:20]=[C:19]([O:24][CH3:25])[CH:18]=2)=[O:13].[C:27]([O:31][C:32](=[O:42])[NH:33][CH2:34][CH:35]([NH2:41])[C:36]1[CH:40]=[CH:39][S:38][CH:37]=1)([CH3:30])([CH3:29])[CH3:28], predict the reaction product. The product is: [C:27]([O:31][C:32](=[O:42])[NH:33][CH2:34][CH:35]([NH:41][C:6](=[O:7])[C:5]1[CH:9]=[CH:10][C:2]([Cl:1])=[C:3]([NH:11][C:12]([C:14]2[C:15](=[O:26])[NH:16][C:17]3[C:22]([CH:23]=2)=[CH:21][N:20]=[C:19]([O:24][CH3:25])[CH:18]=3)=[O:13])[CH:4]=1)[C:36]1[CH:40]=[CH:39][S:38][CH:37]=1)([CH3:30])([CH3:28])[CH3:29]. (2) Given the reactants [Cl:1][C:2]1[C:11]2[C:6](=[CH:7][C:8]([C:12]#[N:13])=[CH:9][CH:10]=2)[C:5](Cl)=[N:4][N:3]=1.Cl.[CH2:16]([C:18]1[CH:19]=[C:20]([CH:23]=[CH:24][C:25]=1[O:26][CH3:27])[CH2:21][NH2:22])[CH3:17].C1CCN2C(=NCCC2)CC1, predict the reaction product. The product is: [Cl:1][C:2]1[C:11]2[C:6](=[CH:7][C:8]([C:12]#[N:13])=[CH:9][CH:10]=2)[C:5]([NH:22][CH2:21][C:20]2[CH:23]=[CH:24][C:25]([O:26][CH3:27])=[C:18]([CH2:16][CH3:17])[CH:19]=2)=[N:4][N:3]=1. (3) Given the reactants [CH3:1][O:2][CH2:3][C@H:4]([CH3:52])[CH2:5][O:6][CH2:7][C:8]1[CH:13]=[CH:12][C:11]([C@@H:14]2[C@@H:19]([O:20][CH2:21][C:22]3[CH:23]=[CH:24][C:25]4[O:30][CH2:29][CH2:28][N:27]([CH2:31][CH2:32][CH2:33][O:34][CH3:35])[C:26]=4[CH:36]=3)[CH2:18][N:17]([S:37]([C:40]3[CH:45]=[CH:44][C:43]([CH3:46])=[CH:42][CH:41]=3)(=[O:39])=[O:38])[C@@H:16]([CH2:47][CH2:48][C:49]([OH:51])=[O:50])[CH2:15]2)=[CH:10][CH:9]=1.[Si](C=[N+]=[N-])(C)(C)[CH3:54].S([O-])([O-])(=O)=O.[Mg+2], predict the reaction product. The product is: [CH3:54][O:50][C:49](=[O:51])[CH2:48][CH2:47][C@H:16]1[CH2:15][C@H:14]([C:11]2[CH:12]=[CH:13][C:8]([CH2:7][O:6][CH2:5][C@@H:4]([CH3:52])[CH2:3][O:2][CH3:1])=[CH:9][CH:10]=2)[C@@H:19]([O:20][CH2:21][C:22]2[CH:23]=[CH:24][C:25]3[O:30][CH2:29][CH2:28][N:27]([CH2:31][CH2:32][CH2:33][O:34][CH3:35])[C:26]=3[CH:36]=2)[CH2:18][N:17]1[S:37]([C:40]1[CH:45]=[CH:44][C:43]([CH3:46])=[CH:42][CH:41]=1)(=[O:38])=[O:39]. (4) Given the reactants C([O:8][C@H:9]([CH3:42])[C@H:10]([O:12][C:13]1[C:18]([C:19]([F:22])([F:21])[F:20])=[CH:17][N:16]=[C:15]([NH:23][C:24]2[CH:29]=[CH:28][C:27]([S:30]([CH:39]3[CH2:41][CH2:40]3)(=[N:32][C:33](=[O:38])[C:34]([F:37])([F:36])[F:35])=[O:31])=[CH:26][CH:25]=2)[N:14]=1)[CH3:11])C1C=CC=CC=1, predict the reaction product. The product is: [CH:39]1([S:30]([C:27]2[CH:26]=[CH:25][C:24]([NH:23][C:15]3[N:14]=[C:13]([O:12][C@H:10]([CH3:11])[C@H:9]([OH:8])[CH3:42])[C:18]([C:19]([F:21])([F:22])[F:20])=[CH:17][N:16]=3)=[CH:29][CH:28]=2)(=[N:32][C:33](=[O:38])[C:34]([F:36])([F:35])[F:37])=[O:31])[CH2:41][CH2:40]1.